From a dataset of Full USPTO retrosynthesis dataset with 1.9M reactions from patents (1976-2016). Predict the reactants needed to synthesize the given product. (1) Given the product [CH3:18][O:15][C:14]([C:7]1([C:1]2[CH:6]=[CH:5][CH:4]=[CH:3][CH:2]=2)[CH2:13][CH2:12][CH2:11][CH2:10][CH2:9][CH2:8]1)=[O:16], predict the reactants needed to synthesize it. The reactants are: [C:1]1([C:7]2([C:14]([OH:16])=[O:15])[CH2:13][CH2:12][CH2:11][CH2:10][CH2:9][CH2:8]2)[CH:6]=[CH:5][CH:4]=[CH:3][CH:2]=1.Cl.[CH3:18]O. (2) Given the product [CH2:1]([C@@H:8]1[CH2:15][CH2:14][CH2:13][N:12]2[C:35]([C:31]([F:34])([F:33])[F:32])=[N:37][N:38]=[C:11]2[CH2:10][N:9]1[S:17]([C:20]1[CH:25]=[CH:24][CH:23]=[CH:22][C:21]=1[O:26][C:27]([F:30])([F:29])[F:28])(=[O:19])=[O:18])[C:2]1[CH:7]=[CH:6][CH:5]=[CH:4][CH:3]=1, predict the reactants needed to synthesize it. The reactants are: [CH2:1]([C@@H:8]1[CH2:15][CH2:14][CH2:13][NH:12][C:11](=S)[CH2:10][N:9]1[S:17]([C:20]1[CH:25]=[CH:24][CH:23]=[CH:22][C:21]=1[O:26][C:27]([F:30])([F:29])[F:28])(=[O:19])=[O:18])[C:2]1[CH:7]=[CH:6][CH:5]=[CH:4][CH:3]=1.[C:31]([C:35]([NH:37][NH2:38])=O)([F:34])([F:33])[F:32].CC1C=CC(S(O)(=O)=O)=CC=1.O.